This data is from Forward reaction prediction with 1.9M reactions from USPTO patents (1976-2016). The task is: Predict the product of the given reaction. (1) Given the reactants C(C1C=CC(C([Cl:9])=O)=CC=1)#N.NC1C=CC=C(N)N=1.[OH-].[Na+].[NH2:22][C:23]1[N:28]=[C:27]([NH:29][C:30](=[O:39])[C:31]2[CH:36]=[CH:35][C:34]([C:37]#[N:38])=[CH:33][CH:32]=2)[CH:26]=[CH:25][CH:24]=1.[CH3:40][N:41]1[CH2:46][CH2:45][C:44](=O)[CH2:43][CH2:42]1.C(O)(=O)C.C(O[BH-](OC(=O)C)OC(=O)C)(=O)C.[Na+].[NH4+].[Cl-], predict the reaction product. The product is: [ClH:9].[C:37]([C:34]1[CH:35]=[CH:36][C:31]([C:30]([NH:29][C:27]2[CH:26]=[CH:25][CH:24]=[C:23]([NH:22][CH:44]3[CH2:45][CH2:46][N:41]([CH3:40])[CH2:42][CH2:43]3)[N:28]=2)=[O:39])=[CH:32][CH:33]=1)#[N:38]. (2) Given the reactants [Br:1][C:2]1[CH:7]=[C:6]([F:8])[CH:5]=[CH:4][C:3]=1[O:9][CH3:10].[N+:11]([O-])([OH:13])=[O:12], predict the reaction product. The product is: [Br:1][C:2]1[CH:7]=[C:6]([F:8])[CH:5]=[C:4]([N+:11]([O-:13])=[O:12])[C:3]=1[O:9][CH3:10]. (3) The product is: [Cl:26][CH2:25][C@H:13]1[C:12]2[C:16](=[CH:17][C:9]([OH:8])=[C:10]3[S:29][CH:28]=[C:27]([CH3:30])[C:11]3=2)[N:15]([C:18]([O:20][C:21]([CH3:24])([CH3:23])[CH3:22])=[O:19])[CH2:14]1. Given the reactants C([O:8][C:9]1[CH:17]=[C:16]2[C:12]([C@H:13]([CH2:25][Cl:26])[CH2:14][N:15]2[C:18]([O:20][C:21]([CH3:24])([CH3:23])[CH3:22])=[O:19])=[C:11]2[C:27]([CH3:30])=[CH:28][S:29][C:10]=12)C1C=CC=CC=1.C([O-])=O.[NH4+], predict the reaction product. (4) Given the reactants [CH3:1][S:2]([N:5]1[C:9]2=[CH:10][CH:11]=[C:12]3[C:17]([N:16]=[C:15]([C:18]4[CH:24]=[CH:23][C:21]([NH2:22])=[CH:20][CH:19]=4)[N:14]=[C:13]3[N:25]3[CH2:30][CH2:29][O:28][CH2:27][CH2:26]3)=[C:8]2[CH:7]=[CH:6]1)(=[O:4])=[O:3].[C:31](Cl)(=[O:35])[CH2:32][CH2:33][CH3:34], predict the reaction product. The product is: [CH3:1][S:2]([N:5]1[C:9]2=[CH:10][CH:11]=[C:12]3[C:17]([N:16]=[C:15]([C:18]4[CH:19]=[CH:20][C:21]([NH:22][C:31](=[O:35])[CH2:32][CH2:33][CH3:34])=[CH:23][CH:24]=4)[N:14]=[C:13]3[N:25]3[CH2:30][CH2:29][O:28][CH2:27][CH2:26]3)=[C:8]2[CH:7]=[CH:6]1)(=[O:4])=[O:3]. (5) Given the reactants [Br:1][C:2]1[C:7]([OH:8])=[CH:6][CH:5]=[C:4]([I:9])[N:3]=1.[C:10]([O-])([O-])=O.[K+].[K+].IC.O, predict the reaction product. The product is: [Br:1][C:2]1[C:7]([O:8][CH3:10])=[CH:6][CH:5]=[C:4]([I:9])[N:3]=1.